This data is from Full USPTO retrosynthesis dataset with 1.9M reactions from patents (1976-2016). The task is: Predict the reactants needed to synthesize the given product. (1) Given the product [ClH:38].[NH2:30][CH2:29][C:7]1[N:8]([CH2:25][CH:26]([CH3:27])[CH3:28])[C:9](=[O:24])[C:10]2[C:15]([C:6]=1[O:5][CH2:1][CH2:2][CH2:3][CH3:4])=[CH:14][C:13]([C:16]1[S:17][CH:18]=[C:19]([C:21]([OH:23])=[O:22])[N:20]=1)=[CH:12][CH:11]=2, predict the reactants needed to synthesize it. The reactants are: [CH2:1]([O:5][C:6]1[C:15]2[C:10](=[CH:11][CH:12]=[C:13]([C:16]3[S:17][CH:18]=[C:19]([C:21]([OH:23])=[O:22])[N:20]=3)[CH:14]=2)[C:9](=[O:24])[N:8]([CH2:25][CH:26]([CH3:28])[CH3:27])[C:7]=1[CH2:29][NH:30]C(OC(C)(C)C)=O)[CH2:2][CH2:3][CH3:4].[ClH:38]. (2) The reactants are: [Br:1][C:2]1[N:7]=[C:6]([O:8][CH3:9])[C:5]([NH:10][CH:11]=[O:12])=[CH:4][CH:3]=1.[I-].[K+].C(=O)([O-])[O-].[Cs+].[Cs+].Cl[CH2:22][C:23](=[O:25])[CH3:24]. Given the product [Br:1][C:2]1[N:7]=[C:6]([O:8][CH3:9])[C:5]([N:10]([CH2:22][C:23](=[O:25])[CH3:24])[CH:11]=[O:12])=[CH:4][CH:3]=1, predict the reactants needed to synthesize it. (3) Given the product [NH2:18][C:19]1[N:27]=[CH:26][N:25]=[C:24]2[C:20]=1[N:21]=[C:22]([S:11][C:8]1[S:9][C:10]3[C:2]([Cl:1])=[CH:3][CH:4]=[CH:5][C:6]=3[N:7]=1)[N:23]2[CH2:28][CH2:29][CH:30]1[CH2:35][CH2:34][N:33]([C:36](=[O:47])[C@@H:37]([NH:39][C:40](=[O:46])[O:41][C:42]([CH3:44])([CH3:43])[CH3:45])[CH3:38])[CH2:32][CH2:31]1, predict the reactants needed to synthesize it. The reactants are: [Cl:1][C:2]1[C:10]2[S:9][C:8]([SH:11])=[N:7][C:6]=2[CH:5]=[CH:4][CH:3]=1.C(O[K])(C)(C)C.[NH2:18][C:19]1[N:27]=[CH:26][N:25]=[C:24]2[C:20]=1[N:21]=[C:22](Br)[N:23]2[CH2:28][CH2:29][CH:30]1[CH2:35][CH2:34][N:33]([C:36](=[O:47])[C@@H:37]([NH:39][C:40](=[O:46])[O:41][C:42]([CH3:45])([CH3:44])[CH3:43])[CH3:38])[CH2:32][CH2:31]1. (4) Given the product [NH2:52][C@H:53]([C:58]([NH:23][C@H:24]([C:49]([NH:1][C@H:2]([C:20]([OH:22])=[O:21])[CH2:3][C:4]1[C:12]2[C:7](=[CH:8][CH:9]=[CH:10][CH:11]=2)[N:6]([C:13]([O:15][C:16]([CH3:19])([CH3:17])[CH3:18])=[O:14])[CH:5]=1)=[O:50])[CH2:25][CH2:26][CH2:27][NH:28][C:29](=[NH:48])[NH:30][S:31]([C:34]1[C:46]([CH3:47])=[C:45]2[C:39]([O:40][C:41]([CH2:44]2)([CH3:42])[CH3:43])=[C:37]([CH3:38])[C:35]=1[CH3:36])(=[O:33])=[O:32])=[O:59])[CH2:54][CH:55]([CH3:57])[CH3:56], predict the reactants needed to synthesize it. The reactants are: [NH2:1][C@H:2]([C:20]([OH:22])=[O:21])[CH2:3][C:4]1[C:12]2[C:7](=[CH:8][CH:9]=[CH:10][CH:11]=2)[N:6]([C:13]([O:15][C:16]([CH3:19])([CH3:18])[CH3:17])=[O:14])[CH:5]=1.[NH2:23][C@H:24]([C:49](O)=[O:50])[CH2:25][CH2:26][CH2:27][NH:28][C:29](=[NH:48])[NH:30][S:31]([C:34]1[C:46]([CH3:47])=[C:45]2[C:39]([O:40][C:41]([CH2:44]2)([CH3:43])[CH3:42])=[C:37]([CH3:38])[C:35]=1[CH3:36])(=[O:33])=[O:32].[NH2:52][C@H:53]([C:58](O)=[O:59])[CH2:54][CH:55]([CH3:57])[CH3:56].